From a dataset of Catalyst prediction with 721,799 reactions and 888 catalyst types from USPTO. Predict which catalyst facilitates the given reaction. (1) Reactant: [H-].[Na+].C[CH2:4][O:5][C:6]([CH:8](P(OCC)(OCC)=O)[CH3:9])=[O:7].[C:18]([N:25]1[CH2:30][CH2:29][C:28](=O)[CH2:27][CH2:26]1)([O:20][C:21]([CH3:24])([CH3:23])[CH3:22])=[O:19]. Product: [CH3:4][O:5][C:6](=[O:7])[C:8](=[C:28]1[CH2:29][CH2:30][N:25]([C:18]([O:20][C:21]([CH3:24])([CH3:23])[CH3:22])=[O:19])[CH2:26][CH2:27]1)[CH3:9]. The catalyst class is: 1. (2) Reactant: [NH:1]1[C:9]2[C:4](=[CH:5][CH:6]=[CH:7][CH:8]=2)[CH:3]=[C:2]1[C:10]([N:12]1[CH2:17][CH2:16][N:15]([CH3:18])[CH2:14][CH2:13]1)=O.COC1C=CC(P2(SP(C3C=CC(OC)=CC=3)(=S)S2)=[S:28])=CC=1. Product: [NH:1]1[C:9]2[C:4](=[CH:5][CH:6]=[CH:7][CH:8]=2)[CH:3]=[C:2]1[C:10]([N:12]1[CH2:17][CH2:16][N:15]([CH3:18])[CH2:14][CH2:13]1)=[S:28]. The catalyst class is: 1. (3) Reactant: [Cl:1][C:2]1[CH:30]=[CH:29][C:5]([CH2:6][C:7]2[NH:8][C:9]([C:22]3[CH:27]=[CH:26][CH:25]=[C:24]([CH3:28])[N:23]=3)=[C:10]([C:12]3[CH:13]=[C:14]4[C:19](=[CH:20][CH:21]=3)[N:18]=[CH:17][CH:16]=[CH:15]4)[N:11]=2)=[CH:4][C:3]=1[N+:31]([O-])=O.Cl[Sn]Cl. Product: [Cl:1][C:2]1[CH:30]=[CH:29][C:5]([CH2:6][C:7]2[NH:8][C:9]([C:22]3[CH:27]=[CH:26][CH:25]=[C:24]([CH3:28])[N:23]=3)=[C:10]([C:12]3[CH:13]=[C:14]4[C:19](=[CH:20][CH:21]=3)[N:18]=[CH:17][CH:16]=[CH:15]4)[N:11]=2)=[CH:4][C:3]=1[NH2:31]. The catalyst class is: 5. (4) Reactant: [CH3:1][O:2][C:3](=[O:29])[C:4]1[CH:9]=[CH:8][CH:7]=[C:6]([N:10]2[CH2:14][C:13](=[O:15])[N:12](CC3C=CC(OC)=CC=3OC)[S:11]2(=[O:28])=[O:27])[CH:5]=1. Product: [CH3:1][O:2][C:3](=[O:29])[C:4]1[CH:9]=[CH:8][CH:7]=[C:6]([N:10]2[CH2:14][C:13](=[O:15])[NH:12][S:11]2(=[O:28])=[O:27])[CH:5]=1. The catalyst class is: 137. (5) Reactant: [Cl:1][C:2]1[CH:13]=[CH:12][C:5]([O:6][C@H:7]([CH3:11])[C:8]([OH:10])=[O:9])=[C:4]([CH3:14])[CH:3]=1.[OH-].[K+:16]. The catalyst class is: 6. Product: [Cl:1][C:2]1[CH:13]=[CH:12][C:5]([O:6][C@H:7]([CH3:11])[C:8]([O-:10])=[O:9])=[C:4]([CH3:14])[CH:3]=1.[K+:16].